From a dataset of NCI-60 drug combinations with 297,098 pairs across 59 cell lines. Regression. Given two drug SMILES strings and cell line genomic features, predict the synergy score measuring deviation from expected non-interaction effect. (1) Drug 1: CCCS(=O)(=O)NC1=C(C(=C(C=C1)F)C(=O)C2=CNC3=C2C=C(C=N3)C4=CC=C(C=C4)Cl)F. Drug 2: CC1=C2C(C(=O)C3(C(CC4C(C3C(C(C2(C)C)(CC1OC(=O)C(C(C5=CC=CC=C5)NC(=O)OC(C)(C)C)O)O)OC(=O)C6=CC=CC=C6)(CO4)OC(=O)C)OC)C)OC. Cell line: HCC-2998. Synergy scores: CSS=50.2, Synergy_ZIP=9.18, Synergy_Bliss=6.11, Synergy_Loewe=-36.6, Synergy_HSA=0.0132. (2) Drug 1: CC(CN1CC(=O)NC(=O)C1)N2CC(=O)NC(=O)C2. Synergy scores: CSS=42.4, Synergy_ZIP=-3.27, Synergy_Bliss=-0.677, Synergy_Loewe=0.346, Synergy_HSA=3.43. Cell line: SF-295. Drug 2: CCC1=C2CN3C(=CC4=C(C3=O)COC(=O)C4(CC)O)C2=NC5=C1C=C(C=C5)O. (3) Drug 2: CCN(CC)CCCC(C)NC1=C2C=C(C=CC2=NC3=C1C=CC(=C3)Cl)OC. Drug 1: CCC1=CC2CC(C3=C(CN(C2)C1)C4=CC=CC=C4N3)(C5=C(C=C6C(=C5)C78CCN9C7C(C=CC9)(C(C(C8N6C)(C(=O)OC)O)OC(=O)C)CC)OC)C(=O)OC.C(C(C(=O)O)O)(C(=O)O)O. Synergy scores: CSS=39.9, Synergy_ZIP=0.452, Synergy_Bliss=5.48, Synergy_Loewe=-27.0, Synergy_HSA=4.58. Cell line: IGROV1. (4) Drug 1: C1=CN(C=N1)CC(O)(P(=O)(O)O)P(=O)(O)O. Synergy scores: CSS=0.808, Synergy_ZIP=0.999, Synergy_Bliss=4.73, Synergy_Loewe=1.25, Synergy_HSA=1.86. Cell line: SNB-19. Drug 2: CN1C2=C(C=C(C=C2)N(CCCl)CCCl)N=C1CCCC(=O)O.Cl. (5) Drug 1: C1=NC2=C(N1)C(=S)N=C(N2)N. Drug 2: CCCCC(=O)OCC(=O)C1(CC(C2=C(C1)C(=C3C(=C2O)C(=O)C4=C(C3=O)C=CC=C4OC)O)OC5CC(C(C(O5)C)O)NC(=O)C(F)(F)F)O. Cell line: SNB-75. Synergy scores: CSS=5.37, Synergy_ZIP=-4.41, Synergy_Bliss=-3.71, Synergy_Loewe=-3.58, Synergy_HSA=-4.07.